Dataset: Reaction yield outcomes from USPTO patents with 853,638 reactions. Task: Predict the reaction yield, written as a fraction of the theoretical maximum amount of product (1.0 means a 100% yield; for example, 0.34 means a 34% yield). (1) The reactants are Cl[C:2]1[N:7]=[C:6]([NH:8][C:9]2[CH:13]=[C:12]([CH:14]3[CH2:16][CH2:15]3)[NH:11][N:10]=2)[C:5]([Cl:17])=[CH:4][N:3]=1.[F:18][C:19]1[C:20]([C@@H:26]([NH2:28])[CH3:27])=[N:21][CH:22]=[C:23]([F:25])[CH:24]=1.CCN(C(C)C)C(C)C. The product is [Cl:17][C:5]1[C:6]([NH:8][C:9]2[CH:13]=[C:12]([CH:14]3[CH2:16][CH2:15]3)[NH:11][N:10]=2)=[N:7][C:2]([NH:28][C@H:26]([C:20]2[C:19]([F:18])=[CH:24][C:23]([F:25])=[CH:22][N:21]=2)[CH3:27])=[N:3][CH:4]=1. The catalyst is CCCCO. The yield is 0.800. (2) The reactants are [BH4-].[Na+].[C:3]([O:7][C:8]([NH:10][C:11]1([C:26]([NH:28][CH:29]([C:35]2[CH:40]=[CH:39][C:38]([Cl:41])=[CH:37][CH:36]=2)[CH2:30][C:31](OC)=[O:32])=[O:27])[CH2:16][CH2:15][N:14]([C:17]2[C:18]3[CH:25]=[CH:24][NH:23][C:19]=3[N:20]=[CH:21][N:22]=2)[CH2:13][CH2:12]1)=[O:9])([CH3:6])([CH3:5])[CH3:4]. The catalyst is CCO.O. The product is [Cl:41][C:38]1[CH:37]=[CH:36][C:35]([CH:29]([NH:28][C:26]([C:11]2([NH:10][C:8](=[O:9])[O:7][C:3]([CH3:5])([CH3:4])[CH3:6])[CH2:12][CH2:13][N:14]([C:17]3[C:18]4[CH:25]=[CH:24][NH:23][C:19]=4[N:20]=[CH:21][N:22]=3)[CH2:15][CH2:16]2)=[O:27])[CH2:30][CH2:31][OH:32])=[CH:40][CH:39]=1. The yield is 0.301. (3) The reactants are [C:1](#[N:10])[C:2]1[CH:9]=[CH:8][CH:7]=[C:4]([C:5]#[N:6])[CH:3]=1.[C:11](OC)(=[O:19])[C:12]1[C:13](=[CH:15][CH:16]=[CH:17][CH:18]=1)[SH:14].C(N(CC)CC)C. The catalyst is C1(C)C=CC=CC=1. The product is [C:5]([C:4]1[CH:3]=[C:2]([C:1]2[S:14][C:13]3[CH:15]=[CH:16][CH:17]=[CH:18][C:12]=3[C:11](=[O:19])[N:10]=2)[CH:9]=[CH:8][CH:7]=1)#[N:6]. The yield is 0.0200. (4) The reactants are [CH3:1][O:2][C:3]1[CH:48]=[CH:47][C:6]([CH2:7][N:8]([CH2:38][C:39]2[CH:44]=[CH:43][C:42]([O:45][CH3:46])=[CH:41][CH:40]=2)[C:9]2[N:14]=[C:13]([CH3:15])[N:12]=[C:11]([C:16]3[C:17]([NH:23][C:24]4[CH:25]=[CH:26][C:27]([NH:30]C(=O)OC(C)(C)C)=[N:28][CH:29]=4)=[N:18][CH:19]=[C:20]([Cl:22])[CH:21]=3)[N:10]=2)=[CH:5][CH:4]=1.C(O)(C(F)(F)F)=O.C1(C)C=CC=CC=1. The catalyst is C(Cl)Cl. The product is [CH3:46][O:45][C:42]1[CH:41]=[CH:40][C:39]([CH2:38][N:8]([CH2:7][C:6]2[CH:5]=[CH:4][C:3]([O:2][CH3:1])=[CH:48][CH:47]=2)[C:9]2[N:14]=[C:13]([CH3:15])[N:12]=[C:11]([C:16]3[C:17]([NH:23][C:24]4[CH:25]=[CH:26][C:27]([NH2:30])=[N:28][CH:29]=4)=[N:18][CH:19]=[C:20]([Cl:22])[CH:21]=3)[N:10]=2)=[CH:44][CH:43]=1. The yield is 0.940. (5) The reactants are [CH3:1][C:2]1[CH:7]=[C:6]([CH3:8])[CH:5]=[CH:4][C:3]=1[NH:9][C:10](=[O:37])[CH2:11][N:12]([CH2:19][C:20]1[CH:25]=[CH:24][C:23]([CH2:26][C:27]([CH3:36])([CH3:35])[C:28]([O:30]C(C)(C)C)=[O:29])=[CH:22][CH:21]=1)[CH2:13][C:14]1[O:15][CH:16]=[CH:17][CH:18]=1.FC(F)(F)C(O)=O. The catalyst is ClCCl. The product is [CH3:1][C:2]1[CH:7]=[C:6]([CH3:8])[CH:5]=[CH:4][C:3]=1[NH:9][C:10](=[O:37])[CH2:11][N:12]([CH2:19][C:20]1[CH:21]=[CH:22][C:23]([CH2:26][C:27]([CH3:35])([CH3:36])[C:28]([OH:30])=[O:29])=[CH:24][CH:25]=1)[CH2:13][C:14]1[O:15][CH:16]=[CH:17][CH:18]=1. The yield is 0.880. (6) The reactants are Br[C:2]1[C:3]2[CH:14]=[C:13]([C:15]([O:17][CH2:18][CH3:19])=[O:16])[S:12][C:4]=2[N:5]([CH:7]([O:9][CH2:10][CH3:11])[CH3:8])[N:6]=1.[CH3:20][N:21]1[CH2:26][CH2:25][N:24]([C:27]2[CH:35]=[CH:34][C:30]([C:31]([NH2:33])=[O:32])=[CH:29][CH:28]=2)[CH2:23][CH2:22]1.P([O-])([O-])([O-])=O.[K+].[K+].[K+].CNCCNC. The catalyst is [Cu]I.O1CCOCC1. The product is [CH2:10]([O:9][CH:7]([N:5]1[C:4]2[S:12][C:13]([C:15]([O:17][CH2:18][CH3:19])=[O:16])=[CH:14][C:3]=2[C:2]([NH:33][C:31](=[O:32])[C:30]2[CH:29]=[CH:28][C:27]([N:24]3[CH2:23][CH2:22][N:21]([CH3:20])[CH2:26][CH2:25]3)=[CH:35][CH:34]=2)=[N:6]1)[CH3:8])[CH3:11]. The yield is 0.270.